This data is from Merck oncology drug combination screen with 23,052 pairs across 39 cell lines. The task is: Regression. Given two drug SMILES strings and cell line genomic features, predict the synergy score measuring deviation from expected non-interaction effect. (1) Drug 1: O=C(O)C1(Cc2cccc(Nc3nccs3)n2)CCC(Oc2cccc(Cl)c2F)CC1. Drug 2: COC1CC2CCC(C)C(O)(O2)C(=O)C(=O)N2CCCCC2C(=O)OC(C(C)CC2CCC(OP(C)(C)=O)C(OC)C2)CC(=O)C(C)C=C(C)C(O)C(OC)C(=O)C(C)CC(C)C=CC=CC=C1C. Cell line: OV90. Synergy scores: synergy=13.4. (2) Drug 1: CC(=O)OC1C(=O)C2(C)C(O)CC3OCC3(OC(C)=O)C2C(OC(=O)c2ccccc2)C2(O)CC(OC(=O)C(O)C(NC(=O)c3ccccc3)c3ccccc3)C(C)=C1C2(C)C. Drug 2: NC1(c2ccc(-c3nc4ccn5c(=O)[nH]nc5c4cc3-c3ccccc3)cc2)CCC1. Cell line: UWB1289BRCA1. Synergy scores: synergy=26.5.